Dataset: Full USPTO retrosynthesis dataset with 1.9M reactions from patents (1976-2016). Task: Predict the reactants needed to synthesize the given product. (1) Given the product [N:28]1([CH2:14][CH2:13][C@@H:12]([C@@H:11]2[C@:17]3([CH3:25])[C:8]([C:7]4[CH2:6][CH2:5][C@@H:4]5[C@:21]([C:20]=4[CH2:19][CH2:18]3)([CH3:24])[CH2:22][CH2:23][C@H:2]([OH:1])[C:3]5([CH3:27])[CH3:26])=[CH:9][CH2:10]2)[CH3:16])[CH2:33][CH2:32][O:31][CH2:30][CH2:29]1, predict the reactants needed to synthesize it. The reactants are: [OH:1][C@H:2]1[CH2:23][CH2:22][C@@:21]2([CH3:24])[CH:4]([CH2:5][CH2:6][C:7]3[C:8]4[C@:17]([CH3:25])([CH2:18][CH2:19][C:20]=32)[C@@H:11]([C@@H:12]([CH3:16])[CH2:13][CH:14]=O)[CH2:10][CH:9]=4)[C:3]1([CH3:27])[CH3:26].[NH:28]1[CH2:33][CH2:32][O:31][CH2:30][CH2:29]1.C(O[BH-](OC(=O)C)OC(=O)C)(=O)C.[Na+]. (2) Given the product [CH3:22][C:21]1[C:16]([OH:15])=[C:17]([CH3:34])[C:18]([CH3:33])=[C:19]([NH:23][C:24]2[CH:29]=[CH:28][C:27]([N+:30]([O-:32])=[O:31])=[CH:26][CH:25]=2)[N:20]=1, predict the reactants needed to synthesize it. The reactants are: B(Cl)(Cl)Cl.C(Cl)Cl.C([O:15][C:16]1[C:17]([CH3:34])=[C:18]([CH3:33])[C:19]([NH:23][C:24]2[CH:29]=[CH:28][C:27]([N+:30]([O-:32])=[O:31])=[CH:26][CH:25]=2)=[N:20][C:21]=1[CH3:22])C1C=CC=CC=1.CC1C(C)=C(C)C(C)=C(C)C=1. (3) Given the product [CH:1]([N:3]1[C:7]([O:8][C:9]2[CH:14]=[CH:13][C:12]([C:15]([F:16])([F:17])[F:18])=[CH:11][CH:10]=2)=[CH:6][C:5]([C:19]2[CH:20]=[C:21]([C:25]3([NH:29][C:35](=[O:36])[O:34][C:30]([CH3:33])([CH3:32])[CH3:31])[CH2:28][O:27][CH2:26]3)[CH:22]=[CH:23][CH:24]=2)=[N:4]1)=[CH2:2], predict the reactants needed to synthesize it. The reactants are: [CH:1]([N:3]1[C:7]([O:8][C:9]2[CH:14]=[CH:13][C:12]([C:15]([F:18])([F:17])[F:16])=[CH:11][CH:10]=2)=[CH:6][C:5]([C:19]2[CH:20]=[C:21]([C:25]3([NH2:29])[CH2:28][O:27][CH2:26]3)[CH:22]=[CH:23][CH:24]=2)=[N:4]1)=[CH2:2].[C:30]([O:34][C:35](O[C:35]([O:34][C:30]([CH3:33])([CH3:32])[CH3:31])=[O:36])=[O:36])([CH3:33])([CH3:32])[CH3:31].